Task: Predict the reactants needed to synthesize the given product.. Dataset: Full USPTO retrosynthesis dataset with 1.9M reactions from patents (1976-2016) (1) Given the product [Br-:1].[Cl:25][C:26]1[CH:31]=[CH:30][C:29]([S:32]([NH:2][CH2:3][CH2:4][CH2:5][CH2:6][CH2:7][N+:8]([CH2:11][CH2:12][NH:13][C:14]([C:16]2[C:21]([NH2:22])=[N:20][C:19]([NH2:23])=[C:18]([Cl:24])[N:17]=2)=[O:15])([CH3:9])[CH3:10])(=[O:34])=[O:33])=[CH:28][CH:27]=1, predict the reactants needed to synthesize it. The reactants are: [Br-:1].[NH2:2][CH2:3][CH2:4][CH2:5][CH2:6][CH2:7][N+:8]([CH2:11][CH2:12][NH:13][C:14]([C:16]1[C:21]([NH2:22])=[N:20][C:19]([NH2:23])=[C:18]([Cl:24])[N:17]=1)=[O:15])([CH3:10])[CH3:9].[Cl:25][C:26]1[CH:31]=[CH:30][C:29]([S:32](Cl)(=[O:34])=[O:33])=[CH:28][CH:27]=1.CN1CCOCC1. (2) Given the product [CH3:26][CH:27]([CH2:31][CH3:32])[CH2:28][CH2:29][NH:30][C:17](=[O:18])[CH2:16][S:15][C:4]1[N:3]([C:20]2[CH:25]=[CH:24][CH:23]=[CH:22][CH:21]=2)[C:2](=[O:1])[C:7]2[NH:8][C:9]3[CH:10]=[CH:11][CH:12]=[CH:13][C:14]=3[C:6]=2[N:5]=1, predict the reactants needed to synthesize it. The reactants are: [O:1]=[C:2]1[C:7]2[NH:8][C:9]3[CH:10]=[CH:11][CH:12]=[CH:13][C:14]=3[C:6]=2[N:5]=[C:4]([S:15][CH2:16][C:17](O)=[O:18])[N:3]1[C:20]1[CH:25]=[CH:24][CH:23]=[CH:22][CH:21]=1.[CH3:26][CH:27]([CH2:31][CH3:32])[CH2:28][CH2:29][NH2:30].C(N(CC)CC)C.CN(C(ON1N=NC2C=CC=NC1=2)=[N+](C)C)C.F[P-](F)(F)(F)(F)F. (3) Given the product [CH2:21]([C:6]1[N:5]=[C:4]([N:12]2[CH2:17][C@@H:16]3[CH2:18][C@H:13]2[CH2:14][O:15]3)[CH:3]=[C:2]([Cl:1])[N:7]=1)[CH:20]=[CH2:19], predict the reactants needed to synthesize it. The reactants are: [Cl:1][C:2]1[N:7]=[C:6](S(C)(=O)=O)[N:5]=[C:4]([N:12]2[CH2:17][C@@H:16]3[CH2:18][C@H:13]2[CH2:14][O:15]3)[CH:3]=1.[CH2:19]([Mg]Br)[CH:20]=[CH2:21].[Cl-].[NH4+]. (4) Given the product [Cl:18][C:4]1[CH:3]=[C:2]([NH:1][C:29](=[O:30])[C:28]2[CH:32]=[CH:33][C:25]([C:19]3[CH:24]=[CH:23][CH:22]=[CH:21][CH:20]=3)=[N:26][CH:27]=2)[CH:11]=[C:10]2[C:5]=1[CH2:6][CH2:7][CH2:8][NH:9]2, predict the reactants needed to synthesize it. The reactants are: [NH2:1][C:2]1[CH:11]=[C:10]2[C:5]([CH2:6][CH2:7][CH2:8][N:9]2C(=O)C(F)(F)F)=[C:4]([Cl:18])[CH:3]=1.[C:19]1([C:25]2[CH:33]=[CH:32][C:28]([C:29](O)=[O:30])=[CH:27][N:26]=2)[CH:24]=[CH:23][CH:22]=[CH:21][CH:20]=1. (5) Given the product [C:19]([C:15]1[CH:14]=[C:13]([CH:18]=[CH:17][CH:16]=1)[CH2:12][C:9]1[O:10][CH:11]=[C:7]([C:5]([OH:6])=[O:4])[N:8]=1)(=[O:21])[CH3:20], predict the reactants needed to synthesize it. The reactants are: N#N.C[O:4][C:5]([C:7]1[N:8]=[C:9]([CH2:12][C:13]2[CH:18]=[CH:17][CH:16]=[C:15]([C:19](=[O:21])[CH3:20])[CH:14]=2)[O:10][CH:11]=1)=[O:6].[OH-].[Na+]. (6) The reactants are: [Br:1][C:2]1[CH:30]=[CH:29][C:5]([CH2:6][C@@H:7]([C:26]([OH:28])=O)[NH:8][C:9]([C@H:11]2[CH2:16][CH2:15][C@H:14]([CH2:17][NH:18][C:19]([O:21][C:22]([CH3:25])([CH3:24])[CH3:23])=[O:20])[CH2:13][CH2:12]2)=[O:10])=[CH:4][CH:3]=1.[NH2:31][C:32]1[CH:37]=[CH:36][C:35]([C:38]2[N:42]([C:43]([O:45][C:46]([CH3:49])([CH3:48])[CH3:47])=[O:44])[NH:41][C:40](=[O:50])[CH:39]=2)=[CH:34][CH:33]=1.C(N(CC)C(C)C)(C)C.C(P1(=O)OP(=O)(CCC)OP(=O)(CCC)O1)CC. Given the product [Br:1][C:2]1[CH:3]=[CH:4][C:5]([CH2:6][C@@H:7]([C:26]([NH:31][C:32]2[CH:37]=[CH:36][C:35]([C:38]3[N:42]([C:43]([O:45][C:46]([CH3:48])([CH3:47])[CH3:49])=[O:44])[NH:41][C:40](=[O:50])[CH:39]=3)=[CH:34][CH:33]=2)=[O:28])[NH:8][C:9]([C@H:11]2[CH2:16][CH2:15][C@H:14]([CH2:17][NH:18][C:19]([O:21][C:22]([CH3:25])([CH3:23])[CH3:24])=[O:20])[CH2:13][CH2:12]2)=[O:10])=[CH:29][CH:30]=1, predict the reactants needed to synthesize it. (7) Given the product [C:13]1([C@@H:12]2[NH:8][C@H:9]([CH2:19][O:20][C:21]3[CH:22]=[CH:23][C:24]([C:25]([O:27][CH3:28])=[O:26])=[CH:29][CH:30]=3)[CH2:10][CH2:11]2)[CH:14]=[CH:15][CH:16]=[CH:17][CH:18]=1, predict the reactants needed to synthesize it. The reactants are: C([N:8]1[C@@H:12]([C:13]2[CH:18]=[CH:17][CH:16]=[CH:15][CH:14]=2)[CH2:11][CH2:10][C@H:9]1[CH2:19][O:20][C:21]1[CH:30]=[CH:29][C:24]([C:25]([O:27][CH3:28])=[O:26])=[CH:23][CH:22]=1)(OC(C)(C)C)=O.FC(F)(F)C(O)=O. (8) The reactants are: [NH2:1][C:2]1[CH:6]=[C:5]([C:7]2[CH:8]=[N:9][NH:10][C:11]=2[CH3:12])[S:4][C:3]=1[C:13]([NH2:15])=[O:14].O=[C:17]1[CH2:22][CH2:21][CH:20]([NH:23][C:24](=[O:30])[O:25][C:26]([CH3:29])([CH3:28])[CH3:27])[CH2:19][CH2:18]1.[O-]S([O-])(=O)=O.[Mg+2].CC1(C)C2(CS(O)(=O)=O)C(CC1CC2)=O.C([O-])(O)=O.[Na+]. Given the product [CH3:12][C:11]1[NH:10][N:9]=[CH:8][C:7]=1[C:5]1[S:4][C:3]2[C:13](=[O:14])[NH:15][C:17]3([CH2:18][CH2:19][CH:20]([NH:23][C:24](=[O:30])[O:25][C:26]([CH3:28])([CH3:27])[CH3:29])[CH2:21][CH2:22]3)[NH:1][C:2]=2[CH:6]=1, predict the reactants needed to synthesize it. (9) The reactants are: COC1C=CC(C[N:8](CC2C=CC(OC)=CC=2)[C:9]2[N:14]=[C:13]([CH3:15])[N:12]=[C:11]([C:16]3[C:17]([NH:24][C:25]4[CH:26]=[N:27][C:28]([O:31][CH3:32])=[CH:29][CH:30]=4)=[N:18][CH:19]=[C:20]([CH:23]=3)[CH:21]=O)[N:10]=2)=CC=1.[CH2:44]([CH2:46][NH2:47])[OH:45]. Given the product [NH2:8][C:9]1[N:14]=[C:13]([CH3:15])[N:12]=[C:11]([C:16]2[CH:23]=[C:20]([CH2:21][NH:47][CH2:46][CH2:44][OH:45])[CH:19]=[N:18][C:17]=2[NH:24][C:25]2[CH:26]=[N:27][C:28]([O:31][CH3:32])=[CH:29][CH:30]=2)[N:10]=1, predict the reactants needed to synthesize it.